This data is from Catalyst prediction with 721,799 reactions and 888 catalyst types from USPTO. The task is: Predict which catalyst facilitates the given reaction. (1) Reactant: Cl[C:2]1[CH:7]=[CH:6][N:5]2[N:8]=[C:9]([C:23]3[CH:28]=[CH:27][C:26]([O:29][CH3:30])=[CH:25][CH:24]=3)[C:10]([C:11]3[CH:16]=[CH:15][N:14]=[C:13]([NH:17][CH:18]4[CH2:22][CH2:21][CH2:20][CH2:19]4)[N:12]=3)=[C:4]2[CH:3]=1.C1(P(C2C=CC=CC=2)C2C=CC3C(=CC=CC=3)C=2C2C3C(=CC=CC=3)C=CC=2P(C2C=CC=CC=2)C2C=CC=CC=2)C=CC=CC=1.C(=O)([O-])[O-].[Cs+].[Cs+].C(OCC)(=O)C.[CH:89]1([NH2:94])[CH2:93]CC[CH2:90]1. Product: [CH:18]1([NH:17][C:13]2[N:12]=[C:11]([C:10]3[C:9]([C:23]4[CH:28]=[CH:27][C:26]([O:29][CH3:30])=[CH:25][CH:24]=4)=[N:8][N:5]4[CH:6]=[CH:7][C:2]([NH:94][CH:89]([CH3:93])[CH3:90])=[CH:3][C:4]=34)[CH:16]=[CH:15][N:14]=2)[CH2:22][CH2:21][CH2:20][CH2:19]1. The catalyst class is: 167. (2) Reactant: [CH3:1][C:2]([CH3:21])([CH3:20])[CH2:3][N:4]1[C:12]2[C:7](=[N:8][C:9]([C@H:13]([CH2:15][CH2:16]O)[CH3:14])=[CH:10][CH:11]=2)[N:6]([CH3:18])[C:5]1=[O:19].C(N(CC)CC)C.CS(Cl)(=O)=O.[N-:34]=[N+:35]=[N-:36].[Na+]. Product: [N:34]([CH2:16][CH2:15][C@@H:13]([C:9]1[N:8]=[C:7]2[N:6]([CH3:18])[C:5](=[O:19])[N:4]([CH2:3][C:2]([CH3:21])([CH3:20])[CH3:1])[C:12]2=[CH:11][CH:10]=1)[CH3:14])=[N+:35]=[N-:36]. The catalyst class is: 4. (3) Reactant: [CH3:1][CH:2]([CH2:5][C:6]1[CH:11]=[CH:10][CH:9]=[CH:8][CH:7]=1)[CH2:3][OH:4].[H-].[Na+].Cl[S:15]([N:18]=C=O)(=[O:17])=[O:16].C(O)=O. Product: [S:15](=[O:17])(=[O:16])([O:4][CH2:3][CH:2]([CH3:1])[CH2:5][C:6]1[CH:11]=[CH:10][CH:9]=[CH:8][CH:7]=1)[NH2:18]. The catalyst class is: 705.